This data is from Forward reaction prediction with 1.9M reactions from USPTO patents (1976-2016). The task is: Predict the product of the given reaction. Given the reactants Br[C:2]1[CH:9]=[CH:8][C:7]([CH2:10][O:11][CH3:12])=[CH:6][C:3]=1[C:4]#[N:5].[Li]CCCC.[C:18]1(=[O:22])[CH2:21][CH2:20][CH2:19]1, predict the reaction product. The product is: [OH:22][C:18]1([C:2]2[CH:9]=[CH:8][C:7]([CH2:10][O:11][CH3:12])=[CH:6][C:3]=2[C:4]#[N:5])[CH2:21][CH2:20][CH2:19]1.